Predict the product of the given reaction. From a dataset of Forward reaction prediction with 1.9M reactions from USPTO patents (1976-2016). (1) Given the reactants [N:1]1([C:7]([N:9]2[CH2:14][CH:13]([C:15]3[CH:20]=[CH:19][C:18]([C:21]([F:24])([F:23])[F:22])=[CH:17][CH:16]=3)[CH2:12][CH:11]([C:25]([OH:27])=O)[CH2:10]2)=[O:8])[CH2:6][CH2:5][S:4][CH2:3][CH2:2]1.O[N:29]=[C:30]([NH2:35])[CH2:31][CH2:32][O:33][CH3:34], predict the reaction product. The product is: [CH3:34][O:33][CH2:32][CH2:31][C:30]1[N:35]=[C:25]([CH:11]2[CH2:12][CH:13]([C:15]3[CH:20]=[CH:19][C:18]([C:21]([F:24])([F:22])[F:23])=[CH:17][CH:16]=3)[CH2:14][N:9]([C:7]([N:1]3[CH2:2][CH2:3][S:4][CH2:5][CH2:6]3)=[O:8])[CH2:10]2)[O:27][N:29]=1. (2) Given the reactants C([N:8]([C:28]1[CH:33]=[CH:32][C:31]([F:34])=[C:30]([Cl:35])[CH:29]=1)[C:9]1[N:14]=[C:13]([NH:15][CH:16]2[CH2:21][CH2:20][NH:19][CH2:18][CH2:17]2)[N:12]=[C:11]([O:22][CH2:23][C:24]([F:27])([F:26])[F:25])[N:10]=1)(OC(C)(C)C)=O, predict the reaction product. The product is: [ClH:35].[Cl:35][C:30]1[CH:29]=[C:28]([NH:8][C:9]2[N:14]=[C:13]([NH:15][CH:16]3[CH2:17][CH2:18][NH:19][CH2:20][CH2:21]3)[N:12]=[C:11]([O:22][CH2:23][C:24]([F:25])([F:26])[F:27])[N:10]=2)[CH:33]=[CH:32][C:31]=1[F:34].[ClH:35].